The task is: Predict the reactants needed to synthesize the given product.. This data is from Full USPTO retrosynthesis dataset with 1.9M reactions from patents (1976-2016). (1) Given the product [F:1][C:2]1[CH:3]=[C:4]([CH2:8][CH2:9][C:10]2[CH:11]=[CH:12][C:13]([NH2:16])=[CH:14][CH:15]=2)[CH:5]=[CH:6][CH:7]=1, predict the reactants needed to synthesize it. The reactants are: [F:1][C:2]1[CH:7]=[CH:6][CH:5]=[C:4](/[CH:8]=[CH:9]/[C:10]2[CH:15]=[CH:14][C:13]([N+:16]([O-])=O)=[CH:12][CH:11]=2)[CH:3]=1. (2) Given the product [Cl:1][C:2]1[CH:7]=[CH:6][CH:5]=[CH:4][C:3]=1[S:8]([C@H:11]1[CH2:15][N:14]([C:35]([CH:32]2[CH2:33][CH2:34][N:31]2[CH:29]2[CH2:28][CH2:27][O:26][C:25]([CH3:38])([CH3:24])[CH2:30]2)=[O:36])[C@H:13]([C:16]([NH:18][C:19]2([C:22]#[N:23])[CH2:21][CH2:20]2)=[O:17])[CH2:12]1)(=[O:10])=[O:9], predict the reactants needed to synthesize it. The reactants are: [Cl:1][C:2]1[CH:7]=[CH:6][CH:5]=[CH:4][C:3]=1[S:8]([C@H:11]1[CH2:15][NH:14][C@H:13]([C:16]([NH:18][C:19]2([C:22]#[N:23])[CH2:21][CH2:20]2)=[O:17])[CH2:12]1)(=[O:10])=[O:9].[CH3:24][C:25]1([CH3:38])[CH2:30][CH:29]([N:31]2[CH2:34][CH2:33][CH:32]2[C:35]([O-])=[O:36])[CH2:28][CH2:27][O:26]1.[Li+]. (3) Given the product [Cl:9][C:10]1[C:11]([C:12]#[N:13])=[CH:14][CH:15]=[C:16]2[C:17]=1[CH:18]=[CH:19][N:1]2[C:2]([CH3:8])([C:3]([OH:5])([CH3:6])[CH3:4])[CH3:7], predict the reactants needed to synthesize it. The reactants are: [NH2:1][C:2]([CH3:8])([CH3:7])[C:3]([CH3:6])([OH:5])[CH3:4].[Cl:9][C:10]1[C:17]([C:18]#[C:19][Si](C)(C)C)=[C:16](F)[CH:15]=[CH:14][C:11]=1[C:12]#[N:13].C([O-])([O-])=O.[K+].[K+].CN1C(=O)CCC1. (4) Given the product [Cl:22][C:23]1[CH:28]=[CH:27][C:26]([CH2:29][CH2:30][C@H:31]2[C:40]3[C:35](=[CH:36][C:37]([O:43][CH3:44])=[C:38]([O:41][CH3:42])[CH:39]=3)[CH2:34][CH2:33][N:32]2[C@H:4]([C:5]2[CH:6]=[CH:7][CH:8]=[CH:9][CH:10]=2)[C:1]([NH2:2])=[O:3])=[CH:25][C:24]=1[C:45]([F:48])([F:46])[F:47], predict the reactants needed to synthesize it. The reactants are: [C:1]([CH:4](OS(C1C=CC(C)=CC=1)(=O)=O)[C:5]1[CH:10]=[CH:9][CH:8]=[CH:7][CH:6]=1)(=[O:3])[NH2:2].[Cl:22][C:23]1[CH:28]=[CH:27][C:26]([CH2:29][CH2:30][C@H:31]2[C:40]3[C:35](=[CH:36][C:37]([O:43][CH3:44])=[C:38]([O:41][CH3:42])[CH:39]=3)[CH2:34][CH2:33][NH:32]2)=[CH:25][C:24]=1[C:45]([F:48])([F:47])[F:46]. (5) Given the product [CH2:1]([O:7][C:8]([O:19][CH2:20][CH2:21][CH2:22][CH2:23][CH2:24][CH3:25])([CH3:18])[C:9]([N:27]([CH3:28])[CH3:26])=[O:10])[CH2:2][CH2:3][CH2:4][CH2:5][CH3:6], predict the reactants needed to synthesize it. The reactants are: [CH2:1]([O:7][C:8]([O:19][CH2:20][CH2:21][CH2:22][CH2:23][CH2:24][CH3:25])([CH3:18])[C:9](OCCCCCC)=[O:10])[CH2:2][CH2:3][CH2:4][CH2:5][CH3:6].[CH3:26][NH:27][CH3:28]. (6) Given the product [CH2:7]([O:14][CH2:5]/[CH:4]=[CH:3]/[CH2:2][Br:1])[C:8]1[CH:13]=[CH:12][CH:11]=[CH:10][CH:9]=1, predict the reactants needed to synthesize it. The reactants are: [Br:1][CH2:2]/[CH:3]=[CH:4]/[CH2:5]Br.[CH2:7]([OH:14])[C:8]1[CH:13]=[CH:12][CH:11]=[CH:10][CH:9]=1.[OH-].[Na+]. (7) Given the product [F:1][C:2]([F:31])([F:32])[C:3]1[CH:26]=[C:25]([C:27]([F:30])([F:29])[F:28])[CH:24]=[CH:23][C:4]=1[CH2:5][O:6][C:7]1[CH:14]=[CH:13][C:10](/[CH:11]=[C:39]2/[C:35]([NH:34][CH3:33])=[N:36][C:37](=[O:40])[S:38]/2)=[CH:9][C:8]=1[O:15][CH2:16][CH:17]1[CH2:18][CH2:19][CH2:20][CH2:21][CH2:22]1, predict the reactants needed to synthesize it. The reactants are: [F:1][C:2]([F:32])([F:31])[C:3]1[CH:26]=[C:25]([C:27]([F:30])([F:29])[F:28])[CH:24]=[CH:23][C:4]=1[CH2:5][O:6][C:7]1[CH:14]=[CH:13][C:10]([CH:11]=O)=[CH:9][C:8]=1[O:15][CH2:16][CH:17]1[CH2:22][CH2:21][CH2:20][CH2:19][CH2:18]1.[CH3:33][NH:34][C:35]1[CH2:39][S:38][C:37](=[O:40])[N:36]=1.CC(C)([O-])C.[K+].O.